Task: Predict the reactants needed to synthesize the given product.. Dataset: Full USPTO retrosynthesis dataset with 1.9M reactions from patents (1976-2016) (1) The reactants are: [Cl:1][C:2]1[CH:7]=[C:6]([N+:8]([O-:10])=[O:9])[CH:5]=[CH:4][C:3]=1[N:11]1[CH2:16][CH2:15][N:14](C(OC(C)(C)C)=O)[CH2:13][C@@H:12]1[CH3:24].C(O)(C(F)(F)F)=O. Given the product [Cl:1][C:2]1[CH:7]=[C:6]([N+:8]([O-:10])=[O:9])[CH:5]=[CH:4][C:3]=1[N:11]1[CH2:16][CH2:15][NH:14][CH2:13][C@@H:12]1[CH3:24], predict the reactants needed to synthesize it. (2) Given the product [C:17]([O:20][C:21]([NH:1][CH2:4][C:5]1[CH:14]=[CH:13][C:8]([C:9]([O:11][CH3:12])=[O:10])=[C:7]([Cl:15])[CH:6]=1)=[O:22])([CH3:19])([CH3:18])[CH3:16], predict the reactants needed to synthesize it. The reactants are: [N:1]([CH2:4][C:5]1[CH:14]=[CH:13][C:8]([C:9]([O:11][CH3:12])=[O:10])=[C:7]([Cl:15])[CH:6]=1)=[N+]=[N-].[CH3:16][C:17]([O:20][C:21](O[C:21]([O:20][C:17]([CH3:19])([CH3:18])[CH3:16])=[O:22])=[O:22])([CH3:19])[CH3:18]. (3) Given the product [Cl:23][C:24]1[CH:37]=[CH:36][C:27]2[S:28][C:29]([S:32]([NH:6][C:7]3[CH:16]=[CH:15][C:10]([C:11]([O:13][CH3:14])=[O:12])=[CH:9][C:8]=3[S:17]([CH3:20])(=[O:19])=[O:18])(=[O:33])=[O:34])=[C:30]([CH3:31])[C:26]=2[CH:25]=1, predict the reactants needed to synthesize it. The reactants are: C1COCC1.[NH2:6][C:7]1[CH:16]=[CH:15][C:10]([C:11]([O:13][CH3:14])=[O:12])=[CH:9][C:8]=1[S:17]([CH3:20])(=[O:19])=[O:18].[H-].[Na+].[Cl:23][C:24]1[CH:37]=[CH:36][C:27]2[S:28][C:29]([S:32](Cl)(=[O:34])=[O:33])=[C:30]([CH3:31])[C:26]=2[CH:25]=1. (4) Given the product [C:19]([NH:23][C:8](=[O:10])[C:7]1[CH:11]=[CH:12][C:13]([C:14]([F:15])([F:16])[F:17])=[N:5][C:6]=1[CH3:18])([CH3:22])([CH3:21])[CH3:20], predict the reactants needed to synthesize it. The reactants are: C([N:5]1[C:13]([C:14]([F:17])([F:16])[F:15])=[CH:12][CH:11]=[C:7]([C:8]([OH:10])=O)[CH:6]1[CH3:18])(C)(C)C.[C:19]([NH2:23])([CH3:22])([CH3:21])[CH3:20].C(N(CC)CC)C.[Cl-].[NH4+].